This data is from Reaction yield outcomes from USPTO patents with 853,638 reactions. The task is: Predict the reaction yield, written as a fraction of the theoretical maximum amount of product (1.0 means a 100% yield; for example, 0.34 means a 34% yield). (1) The reactants are [C:1]([O:8][CH3:9])(=[O:7])/[CH:2]=[CH:3]/[C:4]([OH:6])=[O:5].[CH:10]1([C:16]([O:18][CH2:19][CH2:20][CH2:21][CH2:22]Cl)=[O:17])[CH2:15][CH2:14][CH2:13][CH2:12][CH2:11]1. No catalyst specified. The product is [C:4]([O:6][CH2:22][CH2:21][CH2:20][CH2:19][O:18][C:16]([CH:10]1[CH2:15][CH2:14][CH2:13][CH2:12][CH2:11]1)=[O:17])(=[O:5])/[CH:3]=[CH:2]/[C:1]([O:8][CH3:9])=[O:7]. The yield is 0.500. (2) The reactants are [I:1][C:2]1[CH:7]=[CH:6][C:5]([OH:8])=[CH:4][CH:3]=1.CCCCCC.[O:15]1[CH:20]=[CH:19][CH2:18][CH2:17][CH2:16]1. The catalyst is S(=O)(=O)(O)O. The product is [I:1][C:2]1[CH:7]=[CH:6][C:5]([O:8][CH:16]2[CH2:17][CH2:18][CH2:19][CH2:20][O:15]2)=[CH:4][CH:3]=1. The yield is 0.659. (3) The reactants are Br[C:2]1[CH:7]=[CH:6][C:5]([CH:8]2[S:14][CH2:13][CH2:12][NH:11][C:10]3[N:15]([CH3:24])[N:16]=[C:17]([C:18]4[CH:23]=[CH:22][CH:21]=[CH:20][N:19]=4)[C:9]2=3)=[C:4]([Cl:25])[CH:3]=1.[C:26](=O)([O-])[O-].[K+].[K+].CB1OB(C)OB(C)O1. The catalyst is O1CCOCC1.C1C=CC([P]([Pd]([P](C2C=CC=CC=2)(C2C=CC=CC=2)C2C=CC=CC=2)([P](C2C=CC=CC=2)(C2C=CC=CC=2)C2C=CC=CC=2)[P](C2C=CC=CC=2)(C2C=CC=CC=2)C2C=CC=CC=2)(C2C=CC=CC=2)C2C=CC=CC=2)=CC=1. The product is [Cl:25][C:4]1[CH:3]=[C:2]([CH3:26])[CH:7]=[CH:6][C:5]=1[CH:8]1[S:14][CH2:13][CH2:12][NH:11][C:10]2[N:15]([CH3:24])[N:16]=[C:17]([C:18]3[CH:23]=[CH:22][CH:21]=[CH:20][N:19]=3)[C:9]1=2. The yield is 0.600. (4) The yield is 0.900. The catalyst is CN(C)C1C=CN=CC=1.ClCCl. The product is [Cl:1][C:2]1[CH:7]=[CH:6][C:5]([S:8]([CH:11]([C:20]2[CH:25]=[C:24]([F:26])[CH:23]=[CH:22][C:21]=2[F:27])[C:12]2[N:17]=[CH:16][C:15]([CH2:18][NH:19][C:36](=[O:37])[CH2:35][C:31]3[CH:30]=[N:29][CH:34]=[CH:33][CH:32]=3)=[CH:14][CH:13]=2)(=[O:10])=[O:9])=[CH:4][CH:3]=1. The reactants are [Cl:1][C:2]1[CH:7]=[CH:6][C:5]([S:8]([CH:11]([C:20]2[CH:25]=[C:24]([F:26])[CH:23]=[CH:22][C:21]=2[F:27])[C:12]2[N:17]=[CH:16][C:15]([CH2:18][NH2:19])=[CH:14][CH:13]=2)(=[O:10])=[O:9])=[CH:4][CH:3]=1.Cl.[N:29]1[CH:34]=[CH:33][CH:32]=[C:31]([CH2:35][C:36](O)=[O:37])[CH:30]=1.C(N(CC)CC)C.Cl.C(N=C=NCCCN(C)C)C.C(=O)(O)[O-].[Na+]. (5) The reactants are CN(C)[CH:3]=[O:4].P(Cl)(Cl)(Cl)=O.[Cl:11][C:12]1[N:17]2[N:18]=[C:19]([C:21]3[O:22][CH:23]=[CH:24][CH:25]=3)[CH:20]=[C:16]2[CH:15]=[CH:14][CH:13]=1.O. The catalyst is ClCCl. The product is [Cl:11][C:12]1[N:17]2[N:18]=[C:19]([C:21]3[O:22][CH:23]=[CH:24][CH:25]=3)[C:20]([CH:3]=[O:4])=[C:16]2[CH:15]=[CH:14][CH:13]=1. The yield is 0.790. (6) The reactants are [OH-].[K+].[C:3]1([C:9]2[S:16][C:15]3[CH:14]=[N:13][NH:12][C:11]=3[CH:10]=2)[CH:8]=[CH:7][CH:6]=[CH:5][CH:4]=1.[I:17]I.OS([O-])=O.[Na+]. The catalyst is O.CN(C)C=O. The product is [I:17][C:14]1[C:15]2[S:16][C:9]([C:3]3[CH:4]=[CH:5][CH:6]=[CH:7][CH:8]=3)=[CH:10][C:11]=2[NH:12][N:13]=1. The yield is 0.910.